Predict the product of the given reaction. From a dataset of Forward reaction prediction with 1.9M reactions from USPTO patents (1976-2016). (1) Given the reactants [NH2:1][C:2]1[N:3]([CH2:18][CH3:19])[C:4]2[C:9]([C:10](=[O:16])[C:11]=1[C:12]([NH:14][CH3:15])=[O:13])=[CH:8][CH:7]=[C:6](Cl)[N:5]=2.[C:20]([C:22]1([OH:27])[CH2:26][CH2:25][O:24][CH2:23]1)#[CH:21], predict the reaction product. The product is: [NH2:1][C:2]1[N:3]([CH2:18][CH3:19])[C:4]2[C:9]([C:10](=[O:16])[C:11]=1[C:12]([NH:14][CH3:15])=[O:13])=[CH:8][CH:7]=[C:6]([C:21]#[C:20][C:22]1([OH:27])[CH2:26][CH2:25][O:24][CH2:23]1)[N:5]=2. (2) Given the reactants [Cl:1][C:2]1[CH:9]=[CH:8][CH:7]=[CH:6][C:3]=1[CH:4]=O.[NH2:10][C:11]1[CH:19]=[C:18]([O:20][CH3:21])[CH:17]=[C:16]([O:22][CH3:23])[C:12]=1[C:13]([NH2:15])=[O:14].OS([O-])=O.[Na+].CC1C=CC(S(O)(=O)=O)=CC=1.O, predict the reaction product. The product is: [Cl:1][C:2]1[CH:9]=[CH:8][CH:7]=[CH:6][C:3]=1[C:4]1[NH:15][C:13](=[O:14])[C:12]2[C:11](=[CH:19][C:18]([O:20][CH3:21])=[CH:17][C:16]=2[O:22][CH3:23])[N:10]=1. (3) Given the reactants Br[C:2]1[CH:3]=[C:4]([N+:17]([O-:19])=[O:18])[C:5]2[C:9]([CH:10]=1)=[N:8][N:7]([CH:11]1[CH2:16][CH2:15][CH2:14][CH2:13][O:12]1)[CH:6]=2.[NH:20]1[C:28]2[C:23](=[C:24](B(O)O)[CH:25]=[CH:26][CH:27]=2)[CH:22]=[CH:21]1.C(=O)([O-])O.[Na+].C(O)(C)C, predict the reaction product. The product is: [NH:20]1[C:28]2[C:23](=[C:24]([C:2]3[CH:3]=[C:4]([N+:17]([O-:19])=[O:18])[C:5]4[C:9]([CH:10]=3)=[N:8][N:7]([CH:11]3[CH2:16][CH2:15][CH2:14][CH2:13][O:12]3)[CH:6]=4)[CH:25]=[CH:26][CH:27]=2)[CH:22]=[CH:21]1. (4) Given the reactants [CH2:1]([N:8]1[C:16]2[C:11](=[CH:12][CH:13]=[CH:14][CH:15]=2)/[C:10](=[CH:17]\[C:18](O)=[O:19])/[C:9]1=[O:21])[C:2]1[CH:7]=[CH:6][CH:5]=[CH:4][CH:3]=1.C1C=CC2[N:30]([OH:31])N=NC=2C=1.CCN=C=NCCCN(C)C.Cl.NOC1CCCCO1.Cl, predict the reaction product. The product is: [CH2:1]([N:8]1[C:16]2[C:11](=[CH:12][CH:13]=[CH:14][CH:15]=2)/[C:10](=[CH:17]\[C:18]([NH:30][OH:31])=[O:19])/[C:9]1=[O:21])[C:2]1[CH:7]=[CH:6][CH:5]=[CH:4][CH:3]=1. (5) Given the reactants [CH3:1][O:2][C:3](=[O:21])[CH2:4][CH2:5][CH2:6][C:7]#[C:8][C:9]1[CH:10]=[C:11]([CH3:20])[C:12]2[O:16][C:15](=[O:17])[N:14]([CH3:18])[C:13]=2[CH:19]=1.[CH2:22]([SnH:26]([CH2:31][CH2:32][CH2:33][CH3:34])[CH2:27][CH2:28][CH2:29][CH3:30])[CH2:23][CH2:24][CH3:25], predict the reaction product. The product is: [CH3:1][O:2][C:3](=[O:21])[CH2:4][CH2:5][CH2:6][CH:7]=[C:8]([C:9]1[CH:10]=[C:11]([CH3:20])[C:12]2[O:16][C:15](=[O:17])[N:14]([CH3:18])[C:13]=2[CH:19]=1)[Sn:26]([CH2:27][CH2:28][CH2:29][CH3:30])([CH2:31][CH2:32][CH2:33][CH3:34])[CH2:22][CH2:23][CH2:24][CH3:25].